Dataset: Merck oncology drug combination screen with 23,052 pairs across 39 cell lines. Task: Regression. Given two drug SMILES strings and cell line genomic features, predict the synergy score measuring deviation from expected non-interaction effect. (1) Drug 1: O=C(CCCCCCC(=O)Nc1ccccc1)NO. Drug 2: CCc1c2c(nc3ccc(O)cc13)-c1cc3c(c(=O)n1C2)COC(=O)C3(O)CC. Cell line: SW620. Synergy scores: synergy=-17.2. (2) Synergy scores: synergy=22.2. Cell line: OCUBM. Drug 2: C=CCn1c(=O)c2cnc(Nc3ccc(N4CCN(C)CC4)cc3)nc2n1-c1cccc(C(C)(C)O)n1. Drug 1: CCC1(O)CC2CN(CCc3c([nH]c4ccccc34)C(C(=O)OC)(c3cc4c(cc3OC)N(C)C3C(O)(C(=O)OC)C(OC(C)=O)C5(CC)C=CCN6CCC43C65)C2)C1. (3) Cell line: A2780. Drug 1: N.N.O=C(O)C1(C(=O)O)CCC1.[Pt]. Synergy scores: synergy=-2.74. Drug 2: Cn1nnc2c(C(N)=O)ncn2c1=O.